From a dataset of Full USPTO retrosynthesis dataset with 1.9M reactions from patents (1976-2016). Predict the reactants needed to synthesize the given product. (1) Given the product [O:27]1[CH2:28][CH2:29][N:24]([CH2:23][CH2:22][O:13][C:3]2[CH:4]=[C:5]([CH:11]=[CH:12][C:2]=2[Br:1])[C:6]([O:8][CH2:9][CH3:10])=[O:7])[CH2:25][CH2:26]1, predict the reactants needed to synthesize it. The reactants are: [Br:1][C:2]1[CH:12]=[CH:11][C:5]([C:6]([O:8][CH2:9][CH3:10])=[O:7])=[CH:4][C:3]=1[OH:13].C(=O)([O-])[O-].[K+].[K+].Cl.Cl[CH2:22][CH2:23][N:24]1[CH2:29][CH2:28][O:27][CH2:26][CH2:25]1. (2) Given the product [Br:1][C:2]1[CH:6]=[CH:5][N:4]2[C:3]=1[C:22](=[O:30])[N:23]([C:24]1[CH:25]=[CH:26][CH:27]=[CH:28][CH:29]=1)[C:8]([CH2:9][CH2:43][NH:42][C:48](=[O:50])[O:51][CH2:41][C:31]1[CH:36]=[CH:35][CH:34]=[CH:33][CH:32]=1)=[N:7]2, predict the reactants needed to synthesize it. The reactants are: [Br:1][C:2]1[CH:6]=[CH:5][N:4]([NH:7][C:8](=O)[CH2:9]NC(=O)OCC2C=CC=CC=2)[C:3]=1[C:22](=[O:30])[NH:23][C:24]1[CH:29]=[CH:28][CH:27]=[CH:26][CH:25]=1.[C:31]1([CH3:41])[CH:36]=[CH:35][C:34](S([O-])(=O)=O)=[CH:33][CH:32]=1.[NH+:42]1C=CC=C[CH:43]=1.[C:48]([O:51]CC)(=[O:50])C. (3) Given the product [CH3:27][Si:26]([CH3:29])([CH3:28])[CH2:25][CH2:24][O:23][CH2:22][N:6]1[C:14]2[C:9](=[CH:10][CH:11]=[CH:12][CH:13]=2)[C:8]([C:15]([O:17][CH3:18])=[O:16])=[CH:7]1, predict the reactants needed to synthesize it. The reactants are: O1CCCC1.[NH:6]1[C:14]2[C:9](=[CH:10][CH:11]=[CH:12][CH:13]=2)[C:8]([C:15]([O:17][CH3:18])=[O:16])=[CH:7]1.[H-].[Na+].Cl[CH2:22][O:23][CH2:24][CH2:25][Si:26]([CH3:29])([CH3:28])[CH3:27]. (4) The reactants are: [Cl:1][C:2]1[CH:3]=[C:4]2[C:9](=[CH:10][CH:11]=1)[NH:8][CH:7]([C:12]1[CH:13]=[C:14]([NH2:18])[CH:15]=[CH:16][CH:17]=1)[CH2:6][C:5]2([CH3:20])[CH3:19].[CH3:21][S:22](Cl)(=[O:24])=[O:23]. Given the product [Cl:1][C:2]1[CH:3]=[C:4]2[C:9](=[CH:10][CH:11]=1)[NH:8][CH:7]([C:12]1[CH:13]=[C:14]([NH:18][S:22]([CH3:21])(=[O:24])=[O:23])[CH:15]=[CH:16][CH:17]=1)[CH2:6][C:5]2([CH3:20])[CH3:19], predict the reactants needed to synthesize it. (5) The reactants are: [CH2:1]([O:8][C:9]([N:11]([CH:28]([CH3:30])[CH3:29])[C@H:12]1[CH2:17][N:16]([C:18]([O:20][C:21]([CH3:24])([CH3:23])[CH3:22])=[O:19])[C@@H:15]([CH2:25][CH2:26][OH:27])[CH2:14][CH2:13]1)=[O:10])[C:2]1[CH:7]=[CH:6][CH:5]=[CH:4][CH:3]=1.[CH3:31]I.[H-].[Na+].[Cl-].[NH4+]. Given the product [CH2:1]([O:8][C:9]([N:11]([CH:28]([CH3:30])[CH3:29])[C@H:12]1[CH2:17][N:16]([C:18]([O:20][C:21]([CH3:22])([CH3:23])[CH3:24])=[O:19])[C@@H:15]([CH2:25][CH2:26][O:27][CH3:31])[CH2:14][CH2:13]1)=[O:10])[C:2]1[CH:3]=[CH:4][CH:5]=[CH:6][CH:7]=1, predict the reactants needed to synthesize it.